Dataset: Forward reaction prediction with 1.9M reactions from USPTO patents (1976-2016). Task: Predict the product of the given reaction. (1) Given the reactants F[C:2]1[CH:3]=[C:4]([CH:7]=[CH:8][CH:9]=1)[C:5]#[N:6].[CH3:10][O:11][C:12]1[CH:13]=[C:14]([OH:18])[CH:15]=[CH:16][CH:17]=1.C(=O)([O-])[O-].[Cs+].[Cs+].CN(C=O)C, predict the reaction product. The product is: [CH3:10][O:11][C:12]1[CH:13]=[C:14]([CH:15]=[CH:16][CH:17]=1)[O:18][C:2]1[CH:3]=[C:4]([CH:7]=[CH:8][CH:9]=1)[C:5]#[N:6]. (2) The product is: [CH3:24][NH:25][C:26]1[N:35]=[CH:34][C:33]2[C:28](=[CH:29][CH:30]=[C:31]([C:2]3[C:11]([CH3:12])=[CH:10][CH:9]=[C:8]4[C:3]=3[CH:4]=[CH:5][N:6]=[C:7]4[O:13][C:14]3[CH:19]=[CH:18][CH:17]=[C:16]([C:20]([F:23])([F:22])[F:21])[CH:15]=3)[CH:32]=2)[N:27]=1. Given the reactants I[C:2]1[C:11]([CH3:12])=[CH:10][CH:9]=[C:8]2[C:3]=1[CH:4]=[CH:5][N:6]=[C:7]2[O:13][C:14]1[CH:19]=[CH:18][CH:17]=[C:16]([C:20]([F:23])([F:22])[F:21])[CH:15]=1.[CH3:24][NH:25][C:26]1[N:35]=[CH:34][C:33]2[C:28](=[CH:29][CH:30]=[C:31](B3OC(C)(C)C(C)(C)O3)[CH:32]=2)[N:27]=1.C(=O)([O-])[O-].[Na+].[Na+].CN(C=O)C, predict the reaction product. (3) Given the reactants [CH2:1]([O:7][CH2:8][CH2:9][OH:10])[CH2:2][O:3][CH2:4][CH2:5][OH:6].CCN(CC)CC.[CH3:18][S:19](Cl)(=[O:21])=[O:20].CCOC(C)=O, predict the reaction product. The product is: [CH3:18][S:19]([O:6][CH2:5][CH2:4][O:3][CH2:2][CH2:1][O:7][CH2:8][CH2:9][OH:10])(=[O:21])=[O:20]. (4) Given the reactants FC(F)(F)S(O[C:7]1[CH:12]=[CH:11][C:10]([N:13]2[CH:18]=[C:17]([O:19][CH3:20])[C:16](=[O:21])[C:15]([C:22]3[N:26]([C:27]4[CH:32]=[CH:31][CH:30]=[CH:29][CH:28]=4)[N:25]=[CH:24][CH:23]=3)=[N:14]2)=[C:9]([F:33])[CH:8]=1)(=O)=O.Cl.[F:37][C:38]1([F:44])[CH2:43][CH2:42][NH:41][CH2:40][CH2:39]1.CC1(C)C2C(=C(P(C3C=CC=CC=3)C3C=CC=CC=3)C=CC=2)OC2C(P(C3C=CC=CC=3)C3C=CC=CC=3)=CC=CC1=2.CC([O-])(C)C.[Na+], predict the reaction product. The product is: [F:37][C:38]1([F:44])[CH2:43][CH2:42][N:41]([C:7]2[CH:12]=[CH:11][C:10]([N:13]3[CH:18]=[C:17]([O:19][CH3:20])[C:16](=[O:21])[C:15]([C:22]4[N:26]([C:27]5[CH:28]=[CH:29][CH:30]=[CH:31][CH:32]=5)[N:25]=[CH:24][CH:23]=4)=[N:14]3)=[C:9]([F:33])[CH:8]=2)[CH2:40][CH2:39]1. (5) Given the reactants [CH3:1][O:2][C:3]1[CH:4]=[C:5]([CH2:10][CH:11]([NH2:13])[CH3:12])[CH:6]=[CH:7][C:8]=1[CH3:9].[CH:14](OCC)=[O:15].C(N(CC)CC)C, predict the reaction product. The product is: [CH3:1][O:2][C:3]1[CH:4]=[C:5]([CH2:10][CH:11]([NH:13][CH:14]=[O:15])[CH3:12])[CH:6]=[CH:7][C:8]=1[CH3:9].